From a dataset of Reaction yield outcomes from USPTO patents with 853,638 reactions. Predict the reaction yield, written as a fraction of the theoretical maximum amount of product (1.0 means a 100% yield; for example, 0.34 means a 34% yield). (1) The reactants are [N+:1]([C:4]1[CH:5]=[C:6]([CH:15]2OCC[O:16]2)[CH:7]=[CH:8][C:9]=1[C:10]1[S:11][CH:12]=[CH:13][CH:14]=1)([O-:3])=[O:2].O. The catalyst is C1COCC1. The product is [N+:1]([C:4]1[CH:5]=[C:6]([CH:7]=[CH:8][C:9]=1[C:10]1[S:11][CH:12]=[CH:13][CH:14]=1)[CH:15]=[O:16])([O-:3])=[O:2]. The yield is 0.980. (2) The reactants are [CH2:1]([O:8][CH2:9][C@H:10](O)[CH2:11][CH2:12][CH:13]=[CH2:14])[C:2]1[CH:7]=[CH:6][CH:5]=[CH:4][CH:3]=1.C1(P(C2C=CC=CC=2)C2C=CC=CC=2)C=CC=CC=1.[C:35]1(=[O:45])[NH:39][C:38](=[O:40])[C:37]2=[CH:41][CH:42]=[CH:43][CH:44]=[C:36]12.N(C(OC(C)C)=O)=NC(OC(C)C)=O. No catalyst specified. The product is [CH2:1]([O:8][CH2:9][C@@H:10]([N:39]1[C:38](=[O:40])[C:37]2=[CH:41][CH:42]=[CH:43][CH:44]=[C:36]2[C:35]1=[O:45])[CH2:11][CH2:12][CH:13]=[CH2:14])[C:2]1[CH:7]=[CH:6][CH:5]=[CH:4][CH:3]=1. The yield is 0.830.